This data is from Reaction yield outcomes from USPTO patents with 853,638 reactions. The task is: Predict the reaction yield, written as a fraction of the theoretical maximum amount of product (1.0 means a 100% yield; for example, 0.34 means a 34% yield). (1) The reactants are C[Si]([N-][Si](C)(C)C)(C)C.[K+].[CH2:11]([S:14][CH2:15][CH:16]1[CH2:19][CH:18]([C:20]#[N:21])[CH2:17]1)[CH2:12][CH3:13].[CH:22]1([CH2:25]Br)[CH2:24][CH2:23]1. The catalyst is C1COCC1. The product is [CH:22]1([CH2:25][C:18]2([C:20]#[N:21])[CH2:19][CH:16]([CH2:15][S:14][CH2:11][CH2:12][CH3:13])[CH2:17]2)[CH2:24][CH2:23]1. The yield is 0.730. (2) The reactants are [Cl:1][C:2]1[CH:3]=[C:4]([CH:8]2[CH2:10][O:9]2)[CH:5]=[CH:6][CH:7]=1.[OH:11][C:12]1[CH:19]=[CH:18][C:15]([CH:16]=[O:17])=[CH:14][CH:13]=1.[OH-].[Na+]. The catalyst is C1(C)C=CC=CC=1. The product is [Cl:1][C:2]1[CH:3]=[C:4]([CH:8]([OH:9])[CH2:10][O:11][C:12]2[CH:19]=[CH:18][C:15]([CH:16]=[O:17])=[CH:14][CH:13]=2)[CH:5]=[CH:6][CH:7]=1. The yield is 0.100. (3) The reactants are Br[C:2]1[CH:3]=[C:4]([C:16]([O:18][CH3:19])=[O:17])[CH:5]=[C:6]2[C:11]=1[O:10][C:9]([S:12][CH2:13][CH3:14])=[CH:8][C:7]2=[O:15].[F:20][C:21]1[CH:22]=[C:23]([CH:25]=[C:26]([F:28])[CH:27]=1)[NH2:24].[CH3:29][C:30](N(C)C)=O. The catalyst is O.C(OCC)(=O)C. The product is [F:20][C:21]1[CH:22]=[C:23]([NH:24][CH:29]([C:2]2[CH:3]=[C:4]([C:16]([O:18][CH3:19])=[O:17])[CH:5]=[C:6]3[C:11]=2[O:10][C:9]([S:12][CH2:13][CH3:14])=[CH:8][C:7]3=[O:15])[CH3:30])[CH:25]=[C:26]([F:28])[CH:27]=1. The yield is 0.570.